From a dataset of Catalyst prediction with 721,799 reactions and 888 catalyst types from USPTO. Predict which catalyst facilitates the given reaction. (1) Reactant: [C:1]([O:5][C:6](=[O:38])[NH:7][C:8]1([C:12]2[CH:17]=[CH:16][C:15]([C:18]3[C:23]([C:24]4[CH:29]=[CH:28][CH:27]=[CH:26][CH:25]=4)=[CH:22][C:21]([NH:30][CH:31]4[CH2:36][CH2:35][O:34][CH2:33][CH2:32]4)=[C:20]([OH:37])[N:19]=3)=[CH:14][CH:13]=2)[CH2:11][CH2:10][CH2:9]1)([CH3:4])([CH3:3])[CH3:2].C(N(CC)C(C)C)(C)C.Cl[CH2:49][C:50](Cl)=[O:51].C([O-])(O)=O.[Na+]. Product: [C:1]([O:5][C:6](=[O:38])[NH:7][C:8]1([C:12]2[CH:13]=[CH:14][C:15]([C:18]3[C:23]([C:24]4[CH:25]=[CH:26][CH:27]=[CH:28][CH:29]=4)=[CH:22][C:21]4[N:30]([CH:31]5[CH2:32][CH2:33][O:34][CH2:35][CH2:36]5)[C:50](=[O:51])[CH2:49][O:37][C:20]=4[N:19]=3)=[CH:16][CH:17]=2)[CH2:11][CH2:10][CH2:9]1)([CH3:4])([CH3:2])[CH3:3]. The catalyst class is: 1. (2) Reactant: C(Cl)(C(Cl)=O)=O.CS(C)=O.[Si:11]([O:18][CH2:19][CH2:20][OH:21])([C:14]([CH3:17])([CH3:16])[CH3:15])([CH3:13])[CH3:12].CCN(CC)CC.Cl. Product: [Si:11]([O:18][CH2:19][CH:20]=[O:21])([C:14]([CH3:17])([CH3:16])[CH3:15])([CH3:13])[CH3:12]. The catalyst class is: 2. (3) Reactant: C(OC(=O)[NH:7][C@H:8]1[CH2:13][C@@H:12]([C:14]2[CH:19]=[CH:18][CH:17]=[C:16](Cl)[CH:15]=2)[C@@H:11]([CH3:21])[N:10]([CH2:22][C:23]([F:26])([F:25])[F:24])[C:9]1=[O:27])(C)(C)C. Product: [NH2:7][C@H:8]1[CH2:13][C@@H:12]([C:14]2[CH:19]=[CH:18][CH:17]=[CH:16][CH:15]=2)[C@@H:11]([CH3:21])[N:10]([CH2:22][C:23]([F:24])([F:25])[F:26])[C:9]1=[O:27]. The catalyst class is: 105. (4) Reactant: [OH:1][C:2]1[CH:7]=[CH:6][C:5]([CH2:8][CH2:9][C:10]([O:12][CH3:13])=[O:11])=[CH:4][CH:3]=1.[CH3:14][C:15]1[CH:29]=[CH:28][CH:27]=[C:26]([CH3:30])[C:16]=1[CH2:17][C:18]1[CH:19]=[C:20]([CH:23]=[CH:24][CH:25]=1)[CH2:21]O.C1(P(C2C=CC=CC=2)C2C=CC=CC=2)C=CC=CC=1.N(C(OCC)=O)=NC(OCC)=O. Product: [CH3:14][C:15]1[CH:29]=[CH:28][CH:27]=[C:26]([CH3:30])[C:16]=1[CH2:17][C:18]1[CH:19]=[C:20]([CH:23]=[CH:24][CH:25]=1)[CH2:21][O:1][C:2]1[CH:3]=[CH:4][C:5]([CH2:8][CH2:9][C:10]([O:12][CH3:13])=[O:11])=[CH:6][CH:7]=1. The catalyst class is: 11.